From a dataset of Full USPTO retrosynthesis dataset with 1.9M reactions from patents (1976-2016). Predict the reactants needed to synthesize the given product. (1) Given the product [CH:15]([C:18]1[CH:25]=[CH:24][C:21]([C:22]2[NH:1][N:2]=[C:3]([C:5]3[C:10]([C:11]([F:12])([F:13])[F:14])=[CH:9][CH:8]=[CH:7][N:6]=3)[N:4]=2)=[CH:20][CH:19]=1)([CH3:17])[CH3:16], predict the reactants needed to synthesize it. The reactants are: [NH2:1][NH:2][C:3]([C:5]1[C:10]([C:11]([F:14])([F:13])[F:12])=[CH:9][CH:8]=[CH:7][N:6]=1)=[NH:4].[CH:15]([C:18]1[CH:25]=[CH:24][C:21]([CH:22]=O)=[CH:20][CH:19]=1)([CH3:17])[CH3:16]. (2) Given the product [C:29]([O:33][C:34]([NH:36][CH2:12][CH2:13][O:14][C:15]1[C:16]([CH2:26][CH:27]=[CH2:28])=[C:17]2[C:22](=[CH:23][CH:24]=1)[C:21](=[O:25])[CH2:20][CH2:19][CH2:18]2)=[O:35])([CH3:32])([CH3:31])[CH3:30], predict the reactants needed to synthesize it. The reactants are: C(OC(NCCC[CH2:12][CH2:13][O:14][C:15]1[C:16]([CH2:26][CH:27]=[CH2:28])=[C:17]2[C:22](=[CH:23][CH:24]=1)[C:21](=[O:25])[CH2:20][CH2:19][CH2:18]2)=O)(C)(C)C.[C:29]([O:33][C:34]([NH:36]CCO)=[O:35])([CH3:32])([CH3:31])[CH3:30]. (3) Given the product [OH:1][C:2]1[CH:7]=[CH:6][C:5]([C:8]2[CH:13]=[C:12]([C:14]([F:17])([F:16])[F:15])[CH:11]=[C:10]([C:18]([NH2:20])=[O:19])[C:9]=2[C:25]2[CH:26]=[C:27]([CH3:30])[CH:28]=[CH:29][C:24]=2[O:23][CH3:22])=[CH:4][CH:3]=1, predict the reactants needed to synthesize it. The reactants are: [OH:1][C:2]1[CH:7]=[CH:6][C:5]([C:8]2[CH:13]=[C:12]([C:14]([F:17])([F:16])[F:15])[CH:11]=[C:10]([C:18]([NH2:20])=[O:19])[C:9]=2I)=[CH:4][CH:3]=1.[CH3:22][O:23][C:24]1[CH:29]=[CH:28][C:27]([CH3:30])=[CH:26][C:25]=1B(O)O.C([O-])([O-])=O.[K+].[K+].